Dataset: NCI-60 drug combinations with 297,098 pairs across 59 cell lines. Task: Regression. Given two drug SMILES strings and cell line genomic features, predict the synergy score measuring deviation from expected non-interaction effect. Cell line: UACC-257. Drug 1: C1=CC(=CC=C1CCC2=CNC3=C2C(=O)NC(=N3)N)C(=O)NC(CCC(=O)O)C(=O)O. Drug 2: C1CN(P(=O)(OC1)NCCCl)CCCl. Synergy scores: CSS=-0.308, Synergy_ZIP=-2.80, Synergy_Bliss=-3.01, Synergy_Loewe=-11.8, Synergy_HSA=-3.50.